This data is from Catalyst prediction with 721,799 reactions and 888 catalyst types from USPTO. The task is: Predict which catalyst facilitates the given reaction. (1) Reactant: C(=O)([O-])[O-].[Cs+].[Cs+].[OH:7][C:8]1[CH:15]=[C:14]([CH3:16])[C:11]([C:12]#[N:13])=[C:10]([CH3:17])[CH:9]=1.Br[CH2:19][C:20]([CH:22]1[CH2:24][CH2:23]1)=[O:21]. Product: [CH:22]1([C:20](=[O:21])[CH2:19][O:7][C:8]2[CH:9]=[C:10]([CH3:17])[C:11]([C:12]#[N:13])=[C:14]([CH3:16])[CH:15]=2)[CH2:24][CH2:23]1. The catalyst class is: 21. (2) Reactant: [C:1]1([CH:7]2[C:16]3[C:11](=[CH:12][CH:13]=[CH:14][CH:15]=3)[CH:10](C(=O)C(F)(F)F)[NH:9][CH2:8]2)[CH:6]=[CH:5][CH:4]=[CH:3][CH:2]=1.O.[OH-].[K+]. Product: [C:1]1([CH:7]2[C:16]3[C:11](=[CH:12][CH:13]=[CH:14][CH:15]=3)[CH2:10][NH:9][CH2:8]2)[CH:2]=[CH:3][CH:4]=[CH:5][CH:6]=1. The catalyst class is: 5. (3) Reactant: [OH:1][C:2]([C:4](F)(F)F)=O.[C@H:8]([NH:12][C:13]1[N:18]=[C:17]2[CH2:19][NH:20][CH2:21][CH2:22][C:16]2=[N:15][C:14]=1[N:23]1[CH2:28][CH2:27][CH:26]([O:29][C:30]2[CH:35]=[CH:34][C:33]([F:36])=[CH:32][C:31]=2[F:37])[CH2:25][CH2:24]1)([CH2:10][CH3:11])[CH3:9].N1C=CC=CC=1.C(OC(=O)C)(=O)C. Product: [C@H:8]([NH:12][C:13]1[N:18]=[C:17]2[CH2:19][N:20]([C:2](=[O:1])[CH3:4])[CH2:21][CH2:22][C:16]2=[N:15][C:14]=1[N:23]1[CH2:28][CH2:27][CH:26]([O:29][C:30]2[CH:35]=[CH:34][C:33]([F:36])=[CH:32][C:31]=2[F:37])[CH2:25][CH2:24]1)([CH2:10][CH3:11])[CH3:9]. The catalyst class is: 2. (4) Reactant: C([O:8][C:9]1[CH:29]=[CH:28][CH:27]=[CH:26][C:10]=1[O:11][CH2:12][C@H:13]1[O:18][CH2:17][CH2:16][N:15]([C:19]([O:21][C:22]([CH3:25])([CH3:24])[CH3:23])=[O:20])[CH2:14]1)C1C=CC=CC=1. Product: [OH:8][C:9]1[CH:29]=[CH:28][CH:27]=[CH:26][C:10]=1[O:11][CH2:12][C@H:13]1[O:18][CH2:17][CH2:16][N:15]([C:19]([O:21][C:22]([CH3:25])([CH3:23])[CH3:24])=[O:20])[CH2:14]1. The catalyst class is: 29. (5) Reactant: C(N(CC)CC)C.[Cl:8][C:9]1[C:14]2[O:15][C:16]([C:18]([OH:20])=O)=[CH:17][C:13]=2[C:12](=[O:21])[NH:11][N:10]=1.[CH3:22][S:23]([N:26]1[CH2:31][CH2:30][NH:29][CH2:28][CH2:27]1)(=[O:25])=[O:24].O.N1(O)C2C=CC=CC=2N=N1.CN(C(ON1N=NC2C=CC=NC1=2)=[N+](C)C)C.F[P-](F)(F)(F)(F)F. Product: [Cl:8][C:9]1[C:14]2[O:15][C:16]([C:18]([N:29]3[CH2:30][CH2:31][N:26]([S:23]([CH3:22])(=[O:25])=[O:24])[CH2:27][CH2:28]3)=[O:20])=[CH:17][C:13]=2[C:12](=[O:21])[NH:11][N:10]=1. The catalyst class is: 37. (6) Reactant: [CH2:1]([C:5]1[N:6]=[C:7]([C:13]2[CH:18]=[CH:17][C:16]([C:19]([F:22])([F:21])[F:20])=[CH:15][CH:14]=2)[S:8][C:9]=1[CH2:10][C:11]#N)[CH2:2][CH2:3][CH3:4].[OH-:23].[Na+].Cl.[OH2:26]. Product: [CH2:1]([C:5]1[N:6]=[C:7]([C:13]2[CH:18]=[CH:17][C:16]([C:19]([F:22])([F:21])[F:20])=[CH:15][CH:14]=2)[S:8][C:9]=1[CH2:10][C:11]([OH:26])=[O:23])[CH2:2][CH2:3][CH3:4]. The catalyst class is: 32.